Dataset: Experimentally validated miRNA-target interactions with 360,000+ pairs, plus equal number of negative samples. Task: Binary Classification. Given a miRNA mature sequence and a target amino acid sequence, predict their likelihood of interaction. (1) The miRNA is mmu-miR-421-3p with sequence AUCAACAGACAUUAAUUGGGCGC. The protein sequence of the target gene is MFPRVSTFLPLRPLSRHPLSSGSPETSAAAIMLLTVRHGTVRYRSSALLARTKNNIQRYFGTNSVICSKKDKQSVRTEETSKETSESQDSEKENTKKDLLGIIKGMKVELSTVNVRTTKPPKRRPLKSLEATLGRLRRATEYAPKKRIEPLSPELVAAASAVADSLPFDKQTTKSELLSQLQQHEEESRAQRDAKRPKISFSNIISDMKVARSATARVRSRPELRIQFDEGYDNYPGQEKTDDLKKRKNIFTGKRLNIFDMMAVTKEAPETDTSPSLWDVEFAKQLATVNEQPLQNGFEE.... Result: 0 (no interaction). (2) The miRNA is mmu-miR-139-5p with sequence UCUACAGUGCACGUGUCUCCAG. The protein sequence of the target gene is MSEDEEKVKLRRLEPAIQKFTKIVIPTDLERLRKHQINIEKYQRCRIWDKLHEEHINAGRTVQQLRSNIREMEKLCLKVHKDDLVLLKRMIDPVKEAAATATAEFLQLHLESVEELKKQVNDEELLQPSLTRSTTVDGVLHTGEAEAASQSLTQIYALPEIPQDQNAAESWETLEADLIELSHLVTDMSLLVSSQQEKIDSIADHVNSAAVNVEEGTKNLQKAAKYKLAALPVAGALIGGVVGGPIGLLAGFKVAGIAAALGGGVLGFTGGKLIQRRKQKMMEKLTSSCPDLPSQSDKKR.... Result: 1 (interaction).